Dataset: Full USPTO retrosynthesis dataset with 1.9M reactions from patents (1976-2016). Task: Predict the reactants needed to synthesize the given product. Given the product [Si:16]([O:8][C:5]1[CH:6]=[CH:7][C:2]([NH2:1])=[C:3]([N+:9]([O-:11])=[O:10])[CH:4]=1)([C:13]([CH3:15])([CH3:14])[CH3:12])([CH3:18])[CH3:17], predict the reactants needed to synthesize it. The reactants are: [NH2:1][C:2]1[CH:7]=[CH:6][C:5]([OH:8])=[CH:4][C:3]=1[N+:9]([O-:11])=[O:10].[CH3:12][C:13]([Si:16](Cl)([CH3:18])[CH3:17])([CH3:15])[CH3:14].N1C=CN=C1.